Dataset: Peptide-MHC class II binding affinity with 134,281 pairs from IEDB. Task: Regression. Given a peptide amino acid sequence and an MHC pseudo amino acid sequence, predict their binding affinity value. This is MHC class II binding data. The peptide sequence is NNGGDAMYMALIAAF. The MHC is DRB1_0701 with pseudo-sequence DRB1_0701. The binding affinity (normalized) is 0.446.